From a dataset of Acute oral toxicity (LD50) regression data from Zhu et al.. Regression/Classification. Given a drug SMILES string, predict its toxicity properties. Task type varies by dataset: regression for continuous values (e.g., LD50, hERG inhibition percentage) or binary classification for toxic/non-toxic outcomes (e.g., AMES mutagenicity, cardiotoxicity, hepatotoxicity). Dataset: ld50_zhu. (1) The drug is CNC(=O)Oc1cccc2ccccc12. The rat oral LD50 is 2.94, given as -log10 of the dose in mol/kg body weight (higher means more acutely toxic). (2) The compound is CCCCCCc1ccccc1O. The rat oral LD50 is 2.14, given as -log10 of the dose in mol/kg body weight (higher means more acutely toxic). (3) The molecule is O=C1CCC(=O)N1c1cc(Cl)cc(Cl)c1. The rat oral LD50 is 2.44, given as -log10 of the dose in mol/kg body weight (higher means more acutely toxic).